This data is from Forward reaction prediction with 1.9M reactions from USPTO patents (1976-2016). The task is: Predict the product of the given reaction. (1) Given the reactants Cl.[NH2:2][CH2:3][C:4]1[CH:5]=[CH:6][C:7]([F:37])=[C:8]([CH:10]2[CH2:15][CH2:14][N:13]([C:16]([C:18]3[C:26]4[C:21](=[C:22]([F:32])[CH:23]=[CH:24][C:25]=4[O:27][C:28]([F:31])([F:30])[F:29])[N:20]([CH2:33][CH2:34][O:35][CH3:36])[CH:19]=3)=[O:17])[CH2:12][CH2:11]2)[CH:9]=1.[NH:38]([C:46]([O:48][C:49]([CH3:52])([CH3:51])[CH3:50])=[O:47])[C@H:39]([C:43](O)=[O:44])[CH:40]([CH3:42])[CH3:41].CCN=C=NCCCN(C)C.C1C=CC2N(O)N=NC=2C=1.CCN(CC)CC, predict the reaction product. The product is: [C:49]([O:48][C:46](=[O:47])[NH:38][C@H:39]([C:43](=[O:44])[NH:2][CH2:3][C:4]1[CH:5]=[CH:6][C:7]([F:37])=[C:8]([CH:10]2[CH2:15][CH2:14][N:13]([C:16]([C:18]3[C:26]4[C:21](=[C:22]([F:32])[CH:23]=[CH:24][C:25]=4[O:27][C:28]([F:31])([F:29])[F:30])[N:20]([CH2:33][CH2:34][O:35][CH3:36])[CH:19]=3)=[O:17])[CH2:12][CH2:11]2)[CH:9]=1)[CH:40]([CH3:41])[CH3:42])([CH3:50])([CH3:52])[CH3:51]. (2) Given the reactants [CH3:1][O:2][C:3](=[O:10])[CH2:4][CH:5]1[CH2:8][C:7](=[O:9])[CH2:6]1.[BH4-].[Na+].O, predict the reaction product. The product is: [CH3:1][O:2][C:3](=[O:10])[CH2:4][C@H:5]1[CH2:8][C@@H:7]([OH:9])[CH2:6]1. (3) Given the reactants [CH3:1][C:2]1[C:7]([CH3:8])=[CH:6][CH:5]=[CH:4][C:3]=1[NH:9][NH2:10].Cl[CH2:12][CH2:13][N:14]=[C:15]=[S:16].[OH-].[Na+], predict the reaction product. The product is: [S:16]1[CH2:12][CH2:13][N:14]=[C:15]1[NH:10][NH:9][C:3]1[CH:4]=[CH:5][CH:6]=[C:7]([CH3:8])[C:2]=1[CH3:1].